From a dataset of NCI-60 drug combinations with 297,098 pairs across 59 cell lines. Regression. Given two drug SMILES strings and cell line genomic features, predict the synergy score measuring deviation from expected non-interaction effect. (1) Drug 1: C1=CC(=CC=C1C#N)C(C2=CC=C(C=C2)C#N)N3C=NC=N3. Drug 2: CC1=C(C=C(C=C1)C(=O)NC2=CC(=CC(=C2)C(F)(F)F)N3C=C(N=C3)C)NC4=NC=CC(=N4)C5=CN=CC=C5. Cell line: SNB-19. Synergy scores: CSS=-5.34, Synergy_ZIP=3.36, Synergy_Bliss=1.29, Synergy_Loewe=-6.53, Synergy_HSA=-8.04. (2) Drug 1: CS(=O)(=O)OCCCCOS(=O)(=O)C. Drug 2: CC1=C(C(=O)C2=C(C1=O)N3CC4C(C3(C2COC(=O)N)OC)N4)N. Cell line: HT29. Synergy scores: CSS=33.1, Synergy_ZIP=1.91, Synergy_Bliss=3.81, Synergy_Loewe=-12.9, Synergy_HSA=4.05. (3) Drug 1: CC(CN1CC(=O)NC(=O)C1)N2CC(=O)NC(=O)C2. Drug 2: C(CN)CNCCSP(=O)(O)O. Cell line: LOX IMVI. Synergy scores: CSS=12.9, Synergy_ZIP=-7.02, Synergy_Bliss=-5.52, Synergy_Loewe=-12.4, Synergy_HSA=-4.85. (4) Cell line: OVCAR-8. Drug 1: COC1=C(C=C2C(=C1)N=CN=C2NC3=CC(=C(C=C3)F)Cl)OCCCN4CCOCC4. Synergy scores: CSS=29.8, Synergy_ZIP=-5.00, Synergy_Bliss=1.12, Synergy_Loewe=0.647, Synergy_HSA=2.44. Drug 2: CS(=O)(=O)CCNCC1=CC=C(O1)C2=CC3=C(C=C2)N=CN=C3NC4=CC(=C(C=C4)OCC5=CC(=CC=C5)F)Cl. (5) Synergy scores: CSS=43.0, Synergy_ZIP=-0.386, Synergy_Bliss=2.44, Synergy_Loewe=5.43, Synergy_HSA=6.30. Cell line: HT29. Drug 2: CC1CCC2CC(C(=CC=CC=CC(CC(C(=O)C(C(C(=CC(C(=O)CC(OC(=O)C3CCCCN3C(=O)C(=O)C1(O2)O)C(C)CC4CCC(C(C4)OC)OP(=O)(C)C)C)C)O)OC)C)C)C)OC. Drug 1: CC1OCC2C(O1)C(C(C(O2)OC3C4COC(=O)C4C(C5=CC6=C(C=C35)OCO6)C7=CC(=C(C(=C7)OC)O)OC)O)O. (6) Drug 1: C1=CC(=CC=C1CC(C(=O)O)N)N(CCCl)CCCl.Cl. Drug 2: C1C(C(OC1N2C=NC3=C(N=C(N=C32)Cl)N)CO)O. Cell line: SF-295. Synergy scores: CSS=12.6, Synergy_ZIP=-3.79, Synergy_Bliss=0.498, Synergy_Loewe=0.877, Synergy_HSA=0.949. (7) Drug 1: CN(C)C1=NC(=NC(=N1)N(C)C)N(C)C. Drug 2: COC1=NC(=NC2=C1N=CN2C3C(C(C(O3)CO)O)O)N. Cell line: HCT116. Synergy scores: CSS=-0.195, Synergy_ZIP=-1.36, Synergy_Bliss=-4.80, Synergy_Loewe=-4.86, Synergy_HSA=-6.38. (8) Drug 1: CC1=C(C=C(C=C1)NC2=NC=CC(=N2)N(C)C3=CC4=NN(C(=C4C=C3)C)C)S(=O)(=O)N.Cl. Drug 2: C1C(C(OC1N2C=NC3=C(N=C(N=C32)Cl)N)CO)O. Cell line: NCI-H460. Synergy scores: CSS=-3.60, Synergy_ZIP=2.47, Synergy_Bliss=-0.0811, Synergy_Loewe=-5.36, Synergy_HSA=-3.83. (9) Drug 2: C1=CC(=CC=C1CC(C(=O)O)N)N(CCCl)CCCl.Cl. Drug 1: CC1=CC2C(CCC3(C2CCC3(C(=O)C)OC(=O)C)C)C4(C1=CC(=O)CC4)C. Synergy scores: CSS=12.0, Synergy_ZIP=3.62, Synergy_Bliss=11.2, Synergy_Loewe=-5.28, Synergy_HSA=6.57. Cell line: MALME-3M.